The task is: Predict the reactants needed to synthesize the given product.. This data is from Full USPTO retrosynthesis dataset with 1.9M reactions from patents (1976-2016). (1) Given the product [Cl:54][C:51]1[CH:50]=[CH:49][C:48]([C:45]2([NH:44][C:42](=[O:43])/[C:41](/[CH3:55])=[CH:40]/[C@:23]34[CH2:35][C:34](=[O:36])[C:33]([CH:37]([CH3:38])[CH3:39])=[C:24]3[C@@H:25]3[C@@:20]([CH3:56])([CH2:21][CH2:22]4)[C@@:19]4([CH3:57])[C@@H:28]([C@:29]5([CH3:32])[C@@H:16]([CH2:17][CH2:18]4)[C:15]([CH3:58])([CH3:59])[C@@H:14]([O:13][C:11](=[O:12])[CH2:10][C:2]([CH3:1])([CH3:60])[C:3]([OH:5])=[O:4])[CH2:31][CH2:30]5)[CH2:27][CH2:26]3)[CH2:47][CH2:46]2)=[CH:53][CH:52]=1, predict the reactants needed to synthesize it. The reactants are: [CH3:1][C:2]([CH3:60])([CH2:10][C:11]([O:13][C@H:14]1[CH2:31][CH2:30][C@@:29]2([CH3:32])[C@@H:16]([CH2:17][CH2:18][C@:19]3([CH3:57])[C@@H:28]2[CH2:27][CH2:26][C@H:25]2[C@@:20]3([CH3:56])[CH2:21][CH2:22][C@@:23]3(/[CH:40]=[C:41](\[CH3:55])/[C:42]([NH:44][C:45]4([C:48]5[CH:53]=[CH:52][C:51]([Cl:54])=[CH:50][CH:49]=5)[CH2:47][CH2:46]4)=[O:43])[CH2:35][C:34](=[O:36])[C:33]([CH:37]([CH3:39])[CH3:38])=[C:24]32)[C:15]1([CH3:59])[CH3:58])=[O:12])[C:3]([O:5]C(C)(C)C)=[O:4].C(O)(C(F)(F)F)=O.CC#N.O. (2) Given the product [CH:23]1([CH2:22][CH2:21][NH:20][C:19]([C:16]2[N:15]=[N:14][C:13]([NH:12][CH:10]3[CH2:9][N:8]([C:6](=[O:7])[C:56]4[CH:60]=[CH:61][CH:62]=[CH:63][C:55]=4[C:54]([F:65])([F:64])[F:53])[CH2:11]3)=[CH:18][CH:17]=2)=[O:26])[CH2:24][CH2:25]1, predict the reactants needed to synthesize it. The reactants are: C(O[C:6]([N:8]1[CH2:11][CH:10]([NH:12][C:13]2[N:14]=[N:15][C:16]([C:19](=[O:26])[NH:20][CH2:21][CH2:22][CH:23]3[CH2:25][CH2:24]3)=[CH:17][CH:18]=2)[CH2:9]1)=[O:7])(C)(C)C.FC(F)(F)C(O)=O.C1(CCNC(C2N=NC(NC3CNC3)=CC=2)=O)CC1.[F:53][C:54]([F:65])([F:64])[C:55]1[CH:63]=[CH:62][CH:61]=[CH:60][C:56]=1C(Cl)=O. (3) Given the product [CH2:1]([NH:5][C:6]1[N:7]=[CH:8][C:9]2[N:14]([C:15]3[CH:20]=[CH:19][C:18]([F:21])=[CH:17][CH:16]=3)[CH:13]=[C:12]([C@@H:22]3[CH2:23][CH2:24][C@H:25]([OH:28])[CH2:26][CH2:27]3)[C:10]=2[N:11]=1)[CH2:2][CH2:3][CH3:4].[CH2:29]([NH:33][C:34]1[N:35]=[CH:36][C:37]2[N:42]([C:43]3[CH:48]=[CH:47][C:46]([F:49])=[CH:45][CH:44]=3)[CH:41]=[C:40]([C@H:50]3[CH2:51][CH2:52][C@H:53]([OH:56])[CH2:54][CH2:55]3)[C:38]=2[N:39]=1)[CH2:30][CH2:31][CH3:32], predict the reactants needed to synthesize it. The reactants are: [CH2:1]([NH:5][C:6]1[N:7]=[CH:8][C:9]2[N:14]([C:15]3[CH:20]=[CH:19][C:18]([F:21])=[CH:17][CH:16]=3)[CH:13]=[C:12]([C@H:22]3[CH2:27][CH2:26][C@H:25]([OH:28])[CH2:24][CH2:23]3)[C:10]=2[N:11]=1)[CH2:2][CH2:3][CH3:4].[CH2:29]([NH:33][C:34]1[N:35]=[CH:36][C:37]2[N:42]([C:43]3[CH:48]=[CH:47][C:46]([F:49])=[CH:45][CH:44]=3)[CH2:41][CH:40]([CH:50]3[CH2:55][CH2:54][CH:53]([OH:56])[CH2:52][CH2:51]3)[C:38]=2[N:39]=1)[CH2:30][CH2:31][CH3:32].